Dataset: Full USPTO retrosynthesis dataset with 1.9M reactions from patents (1976-2016). Task: Predict the reactants needed to synthesize the given product. (1) Given the product [F:20][C:19]1[C:18]([CH3:21])=[C:17]2[C:12]([C:13](=[O:31])[C:14]([C:26]([O:28][CH2:29][CH3:30])=[O:27])=[CH:15][N:16]2[C@@H:22]2[CH2:24][C@@H:23]2[F:25])=[C:11]([N+:32]([O-:34])=[O:33])[CH:10]=1, predict the reactants needed to synthesize it. The reactants are: N(OCCC(C)C)=O.N[C:10]1[C:11]([N+:32]([O-:34])=[O:33])=[C:12]2[C:17](=[C:18]([CH3:21])[C:19]=1[F:20])[N:16]([C@@H:22]1[CH2:24][C@@H:23]1[F:25])[CH:15]=[C:14]([C:26]([O:28][CH2:29][CH3:30])=[O:27])[C:13]2=[O:31].O.C(Cl)(Cl)Cl. (2) The reactants are: [OH-].[Na+].C([O:11][CH:12]([C:14]1[S:15][C:16]([C:26]2[CH:31]=[CH:30][N:29]=[C:28]([NH:32][C:33](=[O:36])[CH2:34][CH3:35])[CH:27]=2)=[C:17]([C:19]2[CH:24]=[CH:23][CH:22]=[C:21]([CH3:25])[CH:20]=2)[N:18]=1)[CH3:13])(=O)C1C=CC=CC=1. Given the product [OH:11][CH:12]([C:14]1[S:15][C:16]([C:26]2[CH:31]=[CH:30][N:29]=[C:28]([NH:32][C:33](=[O:36])[CH2:34][CH3:35])[CH:27]=2)=[C:17]([C:19]2[CH:24]=[CH:23][CH:22]=[C:21]([CH3:25])[CH:20]=2)[N:18]=1)[CH3:13], predict the reactants needed to synthesize it. (3) Given the product [C:18]([CH2:17][C:11]1([CH2:14][OH:15])[CH2:12][CH2:13][N:8]([C:6]([O:5][C:1]([CH3:2])([CH3:4])[CH3:3])=[O:7])[CH2:9][CH2:10]1)#[N:19], predict the reactants needed to synthesize it. The reactants are: [C:1]([O:5][C:6]([N:8]1[CH2:13][CH2:12][C:11]([CH2:17][C:18]#[N:19])([C:14](O)=[O:15])[CH2:10][CH2:9]1)=[O:7])([CH3:4])([CH3:3])[CH3:2].C(N(CC)CC)C.ClC(OCC)=O.[BH4-].[Na+]. (4) Given the product [C:1]([N:8]([CH2:9][CH2:10][CH2:11][O:12][C:13]1[CH:18]=[CH:17][C:16]([C:19]2[N:24]=[C:23]([C:25]#[N:26])[C:22]3[N:27]=[CH:28][N:29]([CH3:34])[C:21]=3[CH:20]=2)=[CH:15][C:14]=1[C:30]([F:31])([F:32])[F:33])[CH:5]([CH3:7])[CH3:6])(=[O:3])[CH3:2], predict the reactants needed to synthesize it. The reactants are: [C:1](Cl)(=[O:3])[CH3:2].[CH:5]([NH:8][CH2:9][CH2:10][CH2:11][O:12][C:13]1[CH:18]=[CH:17][C:16]([C:19]2[N:24]=[C:23]([C:25]#[N:26])[C:22]3[N:27]=[CH:28][NH:29][C:21]=3[CH:20]=2)=[CH:15][C:14]=1[C:30]([F:33])([F:32])[F:31])([CH3:7])[CH3:6].[CH:34](N(C(C)C)CC)(C)C. (5) Given the product [CH3:18][O:17][C:7]1[C:6]2[N:5]([N:4]=[CH:3][C:2]=2[C:20]#[C:19][C:21]2[CH:22]=[N:23][CH:24]=[CH:25][CH:26]=2)[CH:10]=[C:9]([C:11]2[CH:12]=[N:13][N:14]([CH3:16])[CH:15]=2)[CH:8]=1, predict the reactants needed to synthesize it. The reactants are: I[C:2]1[CH:3]=[N:4][N:5]2[CH:10]=[C:9]([C:11]3[CH:12]=[N:13][N:14]([CH3:16])[CH:15]=3)[CH:8]=[C:7]([O:17][CH3:18])[C:6]=12.[C:19]([C:21]1[CH:22]=[N:23][CH:24]=[CH:25][CH:26]=1)#[CH:20].C(N(CC)CC)C. (6) Given the product [CH:45]1([C:43]#[C:44][C:40]2[CH:41]=[C:36]([C:23]3[CH:22]=[C:21]4[C:19]5([CH2:18][O:17][C:16]([NH2:8])=[N:20]5)[C:32]5([CH2:33][O:34][CH2:35]5)[C:28]5([CH2:31][CH2:30][CH2:29]5)[O:27][C:26]4=[CH:25][CH:24]=3)[CH:37]=[N:38][CH:39]=2)[CH2:47][CH2:46]1, predict the reactants needed to synthesize it. The reactants are: C(OC([N:8]([C:16]1[O:17][CH2:18][C:19]2([C:32]3([CH2:35][O:34][CH2:33]3)[C:28]3([CH2:31][CH2:30][CH2:29]3)[O:27][C:26]3[C:21]2=[CH:22][C:23]([C:36]2[CH:37]=[N:38][CH:39]=[C:40](Br)[CH:41]=2)=[CH:24][CH:25]=3)[N:20]=1)C(OC(C)(C)C)=O)=O)(C)(C)C.[C:43]([CH:45]1[CH2:47][CH2:46]1)#[CH:44].